Dataset: Full USPTO retrosynthesis dataset with 1.9M reactions from patents (1976-2016). Task: Predict the reactants needed to synthesize the given product. (1) Given the product [F:1][C:2]1[CH:3]=[C:4]([CH:5]=[CH:6][C:7]=1[O:8][C:9]1[CH:10]=[C:11]([F:17])[C:12]([F:16])=[C:13]([F:15])[CH:14]=1)[CH2:18][O:19][C:23]1[CH:24]=[C:25]2[N:32]([CH3:33])[CH2:31][CH2:30][N:26]2[C:27](=[O:29])[N:28]=1, predict the reactants needed to synthesize it. The reactants are: [F:1][C:2]1[CH:3]=[C:4]([CH2:18][OH:19])[CH:5]=[CH:6][C:7]=1[O:8][C:9]1[CH:14]=[C:13]([F:15])[C:12]([F:16])=[C:11]([F:17])[CH:10]=1.[H-].[Na+].Cl[C:23]1[CH:24]=[C:25]2[N:32]([CH3:33])[CH2:31][CH2:30][N:26]2[C:27](=[O:29])[N:28]=1. (2) Given the product [CH2:1]([N:8]([CH2:17][CH:16]=[CH2:15])[S:9]([CH:12]=[CH2:13])(=[O:11])=[O:10])[C:2]1[CH:7]=[CH:6][CH:5]=[CH:4][CH:3]=1, predict the reactants needed to synthesize it. The reactants are: [CH2:1]([NH:8][S:9]([CH:12]=[CH2:13])(=[O:11])=[O:10])[C:2]1[CH:7]=[CH:6][CH:5]=[CH:4][CH:3]=1.Br[CH2:15][CH:16]=[CH2:17].C(=O)([O-])[O-].[K+].[K+]. (3) Given the product [O:2]=[C:3]1[NH:8][C:7]([NH:30][CH2:31][CH2:32][CH2:33][N:34]2[CH2:38][CH2:37][CH2:36][C:35]2=[O:39])=[N:6][C:5]([C:13]2[CH:29]=[CH:28][C:16]3[NH:17][C:18]([NH:20][C:21]([C:23]4[S:24][CH:25]=[CH:26][CH:27]=4)=[O:22])=[N:19][C:15]=3[CH:14]=2)=[CH:4]1, predict the reactants needed to synthesize it. The reactants are: C[O:2][C:3]1[N:8]=[C:7](S(C)(=O)=O)[N:6]=[C:5]([C:13]2[CH:29]=[CH:28][C:16]3[NH:17][C:18]([NH:20][C:21]([C:23]4[S:24][CH:25]=[CH:26][CH:27]=4)=[O:22])=[N:19][C:15]=3[CH:14]=2)[CH:4]=1.[NH2:30][CH2:31][CH2:32][CH2:33][N:34]1[CH2:38][CH2:37][CH2:36][C:35]1=[O:39]. (4) Given the product [N:33]1[C:34]2[C:29](=[CH:28][C:27]([C:14]3[C:15]([CH3:26])=[N:16][N:17]([C:18]4[CH:23]=[CH:22][CH:21]=[CH:20][C:19]=4[O:24][CH3:25])[C:13]=3[NH:12][C:5]3[CH:6]=[CH:7][C:8]([O:10][CH3:11])=[CH:9][C:4]=3[C:3]([OH:37])=[O:2])=[CH:36][CH:35]=2)[N:30]=[CH:31][CH:32]=1, predict the reactants needed to synthesize it. The reactants are: C[O:2][C:3](=[O:37])[C:4]1[CH:9]=[C:8]([O:10][CH3:11])[CH:7]=[CH:6][C:5]=1[NH:12][C:13]1[N:17]([C:18]2[CH:23]=[CH:22][CH:21]=[CH:20][C:19]=2[O:24][CH3:25])[N:16]=[C:15]([CH3:26])[C:14]=1[C:27]1[CH:28]=[C:29]2[C:34](=[CH:35][CH:36]=1)[N:33]=[CH:32][CH:31]=[N:30]2.[OH-].[Na+].Cl. (5) Given the product [CH2:1]([O:8][C:9]([N:11]1[CH2:15][CH:14]([C:16]2[C:24]3[C:19](=[CH:20][C:21]([F:25])=[CH:22][CH:23]=3)[NH:18][CH:17]=2)[CH:13]2[N:26]([C:29](=[O:55])[CH:30]([NH:38][C:39](=[O:54])[CH:40]([N:42]([C:44]([O:46][CH2:47][C:48]3[CH:53]=[CH:52][CH:51]=[CH:50][CH:49]=3)=[O:45])[CH3:43])[CH3:41])[CH:31]([OH:33])[CH3:32])[CH2:27][CH2:28][CH:12]12)=[O:10])[C:2]1[CH:7]=[CH:6][CH:5]=[CH:4][CH:3]=1, predict the reactants needed to synthesize it. The reactants are: [CH2:1]([O:8][C:9]([N:11]1[CH2:15][CH:14]([C:16]2[C:24]3[C:19](=[CH:20][C:21]([F:25])=[CH:22][CH:23]=3)[NH:18][CH:17]=2)[CH:13]2[N:26]([C:29](=[O:55])[CH:30]([NH:38][C:39](=[O:54])[CH:40]([N:42]([C:44]([O:46][CH2:47][C:48]3[CH:53]=[CH:52][CH:51]=[CH:50][CH:49]=3)=[O:45])[CH3:43])[CH3:41])[CH:31]([O:33]C(C)(C)C)[CH3:32])[CH2:27][CH2:28][CH:12]12)=[O:10])[C:2]1[CH:7]=[CH:6][CH:5]=[CH:4][CH:3]=1.C(O)(C(F)(F)F)=O. (6) Given the product [OH:1][C:2]1[CH:7]=[C:6]2[C:5]([CH2:8][CH2:9][C:10]2=[O:12])=[CH:4][C:3]=1[O:13][CH3:14], predict the reactants needed to synthesize it. The reactants are: [OH:1][C:2]1[CH:7]=[CH:6][C:5]([CH2:8][CH2:9][C:10]([OH:12])=O)=[CH:4][C:3]=1[O:13][CH3:14]. (7) Given the product [CH3:21][C:22]1[O:26][C:25]([CH:27]([NH:33][C:4]2[C:5](=[O:20])[C:6](=[O:19])[C:7]=2[NH:8][C:9]2[C:17]3[O:16][C:15](=[O:18])[NH:14][C:13]=3[CH:12]=[CH:11][CH:10]=2)[C:28]2([CH3:32])[CH2:29][O:30][CH2:31]2)=[CH:24][CH:23]=1, predict the reactants needed to synthesize it. The reactants are: C(O[C:4]1[C:5](=[O:20])[C:6](=[O:19])[C:7]=1[NH:8][C:9]1[C:17]2[O:16][C:15](=[O:18])[NH:14][C:13]=2[CH:12]=[CH:11][CH:10]=1)C.[CH3:21][C:22]1[O:26][C:25]([CH:27]([NH2:33])[C:28]2([CH3:32])[CH2:31][O:30][CH2:29]2)=[CH:24][CH:23]=1. (8) Given the product [CH2:35]([C:32]1[CH:31]=[N:30][C:29]([N:23]2[CH2:22][CH2:21][C:20]3([CH2:26][C:18]4([O:17][C:14]5=[CH:15][N:16]=[C:11]([C:8]6[CH:9]=[CH:10][C:5]([S:2]([CH3:1])(=[O:4])=[O:3])=[CH:6][CH:7]=6)[CH:12]=[C:13]5[CH2:27]4)[CH2:19]3)[CH2:25][CH2:24]2)=[N:34][CH:33]=1)[CH3:36], predict the reactants needed to synthesize it. The reactants are: [CH3:1][S:2]([C:5]1[CH:10]=[CH:9][C:8]([C:11]2[CH:12]=[C:13]3[CH2:27][C:18]4([CH2:26][C:20]5([CH2:25][CH2:24][NH:23][CH2:22][CH2:21]5)[CH2:19]4)[O:17][C:14]3=[CH:15][N:16]=2)=[CH:7][CH:6]=1)(=[O:4])=[O:3].Cl[C:29]1[N:34]=[CH:33][C:32]([CH2:35][CH3:36])=[CH:31][N:30]=1.C(=O)([O-])[O-].[K+].[K+].CN1CCCC1=O. (9) Given the product [C:1]([O:5][C:6](=[O:29])[NH:7][C:8]1(/[CH:16]=[CH:17]/[C:18]2[CH:23]=[CH:22][C:21]([O:24][CH2:37][CH2:38][CH2:39][C:40]3[CH:45]=[CH:44][CH:43]=[CH:42][C:41]=3[F:46])=[C:20]([C:25]([F:28])([F:26])[F:27])[CH:19]=2)[CH2:13][O:12][C:11]([CH3:15])([CH3:14])[O:10][CH2:9]1)([CH3:2])([CH3:3])[CH3:4], predict the reactants needed to synthesize it. The reactants are: [C:1]([O:5][C:6](=[O:29])[NH:7][C:8]1(/[CH:16]=[CH:17]/[C:18]2[CH:23]=[CH:22][C:21]([OH:24])=[C:20]([C:25]([F:28])([F:27])[F:26])[CH:19]=2)[CH2:13][O:12][C:11]([CH3:15])([CH3:14])[O:10][CH2:9]1)([CH3:4])([CH3:3])[CH3:2].C(=O)([O-])[O-].[K+].[K+].Br[CH2:37][CH2:38][CH2:39][C:40]1[CH:45]=[CH:44][CH:43]=[CH:42][C:41]=1[F:46].O.